This data is from Peptide-MHC class II binding affinity with 134,281 pairs from IEDB. The task is: Regression. Given a peptide amino acid sequence and an MHC pseudo amino acid sequence, predict their binding affinity value. This is MHC class II binding data. The peptide sequence is IFIFRDSDDWLNKYS. The MHC is DRB1_0301 with pseudo-sequence DRB1_0301. The binding affinity (normalized) is 0.659.